Dataset: Experimentally validated miRNA-target interactions with 360,000+ pairs, plus equal number of negative samples. Task: Binary Classification. Given a miRNA mature sequence and a target amino acid sequence, predict their likelihood of interaction. (1) The miRNA is hsa-let-7f-5p with sequence UGAGGUAGUAGAUUGUAUAGUU. The protein sequence of the target gene is MRSRWIWRFLRPDGGGIRWTSTPHGRLSPALRRGFLTTTTKSDYDRRPVDITPLEQRKLTFDTHALVQDLETHGFDKTQAQTIVSVLSTLSNVSLDTIYKEMVTKAQQEITVQQLMAHLDSIRKDMVILEKSEFANLRAENEKMKIELDQVKQQLTNETSRIRADNKLDINLERSRVTDMFTDQEKQLIEATNEFAKKDTQTKSIISETSNKIDTEIASLKTLMESSKLETIRYLAASVFTCLAIALGFYRFWKEN. Result: 0 (no interaction). (2) The protein sequence of the target gene is MFPNSILGRPPFTPNHQQHNNFFTLSPTVYSHQQLIDAQFNFQNADLSRAVSLQQLTYGNVSPIQTSASPLFRGRKRLSDEKNLPLDGKRQRFHSPHQEPTVVNQIVPLSGERRYSMPPLFHTHYVPDIVRCVPPFREIAFLEPREITLPEAKDKLSQQILELFETCQQQISDLKKKELCRTQLQREIQLLFPQSRLFLVGSSLNGFGTRSSDGDLCLVVKEEPCFFQVNQKTEARHILTLVHKHFCTRLSGYIERPQLIRAKVPIVKFRDKVSCVEFDLNVNNIVGIRNTFLLRTYAYL.... The miRNA is hsa-miR-885-5p with sequence UCCAUUACACUACCCUGCCUCU. Result: 1 (interaction). (3) The miRNA is rno-miR-338-3p with sequence UCCAGCAUCAGUGAUUUUGUUGA. The protein sequence of the target gene is MTDRFWDQWYLWYLRLLRLLDRGSFRNDGLKASDVLPILKEKVAFVSGGRDKRGGPILTFPARSNHDRIRQEDLRKLVTYLASVPSEDVCKRGFTVIIDMRGSKWDLIKPLLKTLQEAFPAEIHVALIIKPDNFWQKQKTNFGSSKFIFETSMVSVEGLTKLVDPSQLTEEFDGSLDYNHEEWIELRLSLEEFFNSAVHLLSRLEDLQEMLARKEFPVDVEGSRRLIDEHTQLKKKVLKAPVEELDREGQRLLQCIRCSDGFSGRNCIPGSADFQSLVPKITSLLDKLHSTRQHLHQMWH.... Result: 0 (no interaction). (4) The miRNA is hsa-miR-548z with sequence CAAAAACCGCAAUUACUUUUGCA. The protein sequence of the target gene is MLPLLAALLAAACPLPPVRGGAADAPGLLGVPSNASVNASSADEPIAPRLLASAAPGPPERPGPEEAAAAAAPCNISVQRQMLSSLLVRWGRPRGFQCDLLLFSTNAHGRAFFAAAFHRVGPPLLIEHLGLAAGGAQQDLRLCVGCGWVRGRRTGRLRPAAAPSAAAATAGAPTALPAYPAAEPPGPLWLQGEPLHFCCLDFSLEELQGEPGWRLNRKPIESTLVACFMTLVIVVWSVAALIWPVPIIAGFLPNGMEQRRTTASTTAATPAAVPAGTTAAAAAAAAAAAAAAVTSGVATK.... Result: 1 (interaction). (5) The miRNA is hsa-miR-139-5p with sequence UCUACAGUGCACGUGUCUCCAGU. The protein sequence of the target gene is MSGGGEQPDILSVGILVKERWKVLRKIGGGGFGEIYDALDMLTRENVALKVESAQQPKQVLKMEVAVLKKLQGKDHVCRFIGCGRNDRFNYVVMQLQGRNLADLRRSQSRGTFTISTTLRLGKQILESIESIHSVGFLHRDIKPSNFAMGRFPSTCRKCFMLDFGLARQFTNSCGDVRPPRAVAGFRGTVRYASINAHRNREMGRHDDLWSLFYMLVEFVVGQLPWRKIKDKEQVGSIKERYDHRLMLKHLPPEFSTFLDHISSLDYFTKPDYQLLTSVFDNSIKTFGVIESDPFDWEKS.... Result: 0 (no interaction).